This data is from Full USPTO retrosynthesis dataset with 1.9M reactions from patents (1976-2016). The task is: Predict the reactants needed to synthesize the given product. (1) Given the product [Cl:8][C:9]1[CH:17]=[C:16]2[C:12]([C:13]([NH:18][C:1](=[O:7])[CH:2]=[CH:3][C:4]([OH:6])=[O:5])=[N:14][NH:15]2)=[CH:11][CH:10]=1, predict the reactants needed to synthesize it. The reactants are: [C:1]1(=[O:7])[O:6][C:4](=[O:5])[CH:3]=[CH:2]1.[Cl:8][C:9]1[CH:17]=[C:16]2[C:12]([C:13]([NH2:18])=[N:14][NH:15]2)=[CH:11][CH:10]=1. (2) Given the product [O:10]1[CH2:11][CH2:12][C@H:8]([N:7]2[CH2:2][CH2:3][NH:4][C:5]2=[O:6])[CH2:9]1, predict the reactants needed to synthesize it. The reactants are: Cl[CH2:2][CH2:3][NH:4][C:5]([NH:7][C@H:8]1[CH2:12][CH2:11][O:10][CH2:9]1)=[O:6].[H-].[Na+].